Task: Regression. Given a peptide amino acid sequence and an MHC pseudo amino acid sequence, predict their binding affinity value. This is MHC class I binding data.. Dataset: Peptide-MHC class I binding affinity with 185,985 pairs from IEDB/IMGT The peptide sequence is IEITCVYCK. The MHC is HLA-A03:02 with pseudo-sequence HLA-A03:02. The binding affinity (normalized) is 0.510.